Dataset: Reaction yield outcomes from USPTO patents with 853,638 reactions. Task: Predict the reaction yield, written as a fraction of the theoretical maximum amount of product (1.0 means a 100% yield; for example, 0.34 means a 34% yield). (1) The reactants are [NH:1]([C:11]([O:13][CH2:14][CH:15]1[C:27]2[C:22](=[CH:23][CH:24]=[CH:25][CH:26]=2)[C:21]2[C:16]1=[CH:17][CH:18]=[CH:19][CH:20]=2)=[O:12])[C@H:2]([C:8]([OH:10])=[O:9])[CH2:3][CH2:4][CH2:5][CH2:6][NH2:7].[C:28]([O:32][C:33]([CH3:36])([CH3:35])[CH3:34])(=[O:31])[CH:29]=O.[BH-]([O:46][C:47]([CH3:49])=[O:48])([O:46][C:47]([CH3:49])=[O:48])[O:46][C:47]([CH3:49])=[O:48].[Na+].O. The catalyst is ClCCCl. The product is [C:15]([O:46][C:47](=[O:48])[CH2:49][N:7]([CH2:29][C:28](=[O:31])[O:32][C:33]([CH3:34])([CH3:35])[CH3:36])[CH2:6][CH2:5][CH2:4][CH2:3][C@@H:2]([C:8]([OH:10])=[O:9])[NH:1][C:11](=[O:12])[O:13][CH2:14][CH:15]1[C:16]2[CH:17]=[CH:18][CH:19]=[CH:20][C:21]=2[C:22]2[C:27]1=[CH:26][CH:25]=[CH:24][CH:23]=2)([CH3:27])([CH3:16])[CH3:14]. The yield is 0.710. (2) The reactants are [Br:1][C:2]1[CH:3]=[C:4]2[C:8](=[CH:9][CH:10]=1)[NH:7][N:6]=[CH:5]2.Br[CH2:12][CH:13]1[CH2:15][CH2:14]1.C([O-])([O-])=O.[K+].[K+]. The catalyst is CN(C=O)C. The product is [Br:1][C:2]1[CH:3]=[C:4]2[C:8](=[CH:9][CH:10]=1)[N:7]([CH2:12][CH:13]1[CH2:15][CH2:14]1)[N:6]=[CH:5]2. The yield is 0.450. (3) The product is [Br:1][C:2]1[N:6]2[C:7](=[O:13])[CH:8]=[C:9]([CH2:11][C:21]3[CH:22]=[C:17]([CH:18]=[CH:19][CH:20]=3)[C:15]#[N:16])[N:10]=[C:5]2[S:4][C:3]=1[CH3:14]. The catalyst is O1CCOCC1.O.C1C=CC([P]([Pd]([P](C2C=CC=CC=2)(C2C=CC=CC=2)C2C=CC=CC=2)([P](C2C=CC=CC=2)(C2C=CC=CC=2)C2C=CC=CC=2)[P](C2C=CC=CC=2)(C2C=CC=CC=2)C2C=CC=CC=2)(C2C=CC=CC=2)C2C=CC=CC=2)=CC=1. The reactants are [Br:1][C:2]1[N:6]2[C:7](=[O:13])[CH:8]=[C:9]([CH2:11]Cl)[N:10]=[C:5]2[S:4][C:3]=1[CH3:14].[C:15]([C:17]1[CH:18]=[C:19](B(O)O)[CH:20]=[CH:21][CH:22]=1)#[N:16].P([O-])([O-])([O-])=O.[K+].[K+].[K+]. The yield is 0.850. (4) The reactants are [CH:1]1(/[CH:7]=[CH:8]/[C:9]([OH:11])=O)[CH2:6][CH2:5][CH:4]=[CH:3][CH2:2]1.ClC(OCC)=O.[CH2:18]([N:20](CC)CC)[CH3:19].C(N)C.[Cl-].[Na+]. The catalyst is C1COCC1. The product is [CH2:18]([NH:20][C:9](=[O:11])/[CH:8]=[CH:7]/[CH:1]1[CH2:6][CH2:5][CH:4]=[CH:3][CH2:2]1)[CH3:19]. The yield is 0.390.